Task: Predict which catalyst facilitates the given reaction.. Dataset: Catalyst prediction with 721,799 reactions and 888 catalyst types from USPTO Reactant: [C@@]12(CS(O)(=O)=O)C(C)(C)C(CC1)CC2=O.[CH:16]([C@H:29]1[C@@H:34]([NH:35][CH2:36][C:37]2[CH:42]=[C:41]([C:43]([CH3:46])([CH3:45])[CH3:44])[CH:40]=[CH:39][C:38]=2[O:47][CH3:48])[CH:33]2[CH2:49][CH2:50][N:30]1[CH2:31][CH2:32]2)([C:23]1[CH:28]=[CH:27][CH:26]=[CH:25][CH:24]=1)[C:17]1[CH:22]=[CH:21][CH:20]=[CH:19][CH:18]=1.[C@@]12(CS(O)(=O)=O)C(C)(C)C(CC1)CC2=O.C([C@H]1[C@@H](NCC2C=CC=CC=2)C2CCN1CC2)(C1C=CC=CC=1)C1C=CC=CC=1.C(C1C=CC(OC)=C(C=1)C=O)(C)(C)C. Product: [CH:16]([C@H:29]1[C@@H:34]([NH:35][CH2:36][C:37]2[CH:42]=[C:41]([C:43]([CH3:46])([CH3:45])[CH3:44])[CH:40]=[CH:39][C:38]=2[O:47][CH3:48])[CH:33]2[CH2:32][CH2:31][N:30]1[CH2:50][CH2:49]2)([C:17]1[CH:22]=[CH:21][CH:20]=[CH:19][CH:18]=1)[C:23]1[CH:24]=[CH:25][CH:26]=[CH:27][CH:28]=1. The catalyst class is: 378.